Dataset: Forward reaction prediction with 1.9M reactions from USPTO patents (1976-2016). Task: Predict the product of the given reaction. (1) Given the reactants [Cl:1][C:2]1[CH:3]=[N:4][C:5]2[N:6]([N:8]=[C:9]([C:11]([OH:13])=O)[CH:10]=2)[CH:7]=1.[CH3:14][CH:15]1[CH2:20][C:19]([C:21]2[S:22][CH:23]=[CH:24][CH:25]=2)=[CH:18][CH2:17][NH:16]1, predict the reaction product. The product is: [Cl:1][C:2]1[CH:3]=[N:4][C:5]2[N:6]([N:8]=[C:9]([C:11]([N:16]3[CH2:17][CH:18]=[C:19]([C:21]4[S:22][CH:23]=[CH:24][CH:25]=4)[CH2:20][CH:15]3[CH3:14])=[O:13])[CH:10]=2)[CH:7]=1. (2) Given the reactants [Li]CCCC.[CH2:6]([C:8]1[C:9]([C:29]2[CH:34]=[CH:33][CH:32]=[CH:31][CH:30]=2)=[C:10]([O:20][C:21]2[CH:28]=[CH:27][C:24]([CH:25]=O)=[CH:23][CH:22]=2)[C:11]2[C:16]([CH:17]=1)=[CH:15][C:14]([O:18][CH3:19])=[CH:13][CH:12]=2)[CH3:7].[OH2:35].[CH2:36]1[CH2:40][O:39][CH2:38][CH2:37]1, predict the reaction product. The product is: [CH2:6]([C:8]1[C:9]([C:29]2[CH:34]=[CH:33][CH:32]=[CH:31][CH:30]=2)=[C:10]([O:20][C:21]2[CH:28]=[CH:27][C:24](/[CH:25]=[CH:37]/[C:38]([O:39][CH2:40][CH3:36])=[O:35])=[CH:23][CH:22]=2)[C:11]2[C:16]([CH:17]=1)=[CH:15][C:14]([O:18][CH3:19])=[CH:13][CH:12]=2)[CH3:7]. (3) The product is: [C:1]([N:8]([CH3:16])[CH:9]1[CH2:10][CH2:11][CH:12]([NH:15][CH2:17][C:19]2[CH:20]=[C:21]([B:27]([OH:29])[OH:28])[CH:22]=[CH:23][C:24]=2[O:25][CH3:26])[CH2:13][CH2:14]1)([O:3][C:4]([CH3:7])([CH3:6])[CH3:5])=[O:2]. Given the reactants [C:1]([N:8]([CH3:16])[C@H:9]1[CH2:14][CH2:13][C@H:12]([NH2:15])[CH2:11][CH2:10]1)([O:3][C:4]([CH3:7])([CH3:6])[CH3:5])=[O:2].[CH:17]([C:19]1[CH:20]=[C:21]([B:27]([OH:29])[OH:28])[CH:22]=[CH:23][C:24]=1[O:25][CH3:26])=O.CC(O)=O.C(O[BH-](OC(=O)C)OC(=O)C)(=O)C.[Na+], predict the reaction product. (4) Given the reactants II.O[PH2]=O.[N:6]1[CH:7]=[CH:8][N:9]2[CH:14]=[C:13]([CH:15]([C:17]3[N:21]4[N:22]=[C:23]([C:26]5[CH:27]=[N:28][N:29]([CH3:31])[CH:30]=5)[CH:24]=[CH:25][C:20]4=[N:19][CH:18]=3)O)[CH:12]=[CH:11][C:10]=12, predict the reaction product. The product is: [N:6]1[CH:7]=[CH:8][N:9]2[CH:14]=[C:13]([CH2:15][C:17]3[N:21]4[N:22]=[C:23]([C:26]5[CH:27]=[N:28][N:29]([CH3:31])[CH:30]=5)[CH:24]=[CH:25][C:20]4=[N:19][CH:18]=3)[CH:12]=[CH:11][C:10]=12. (5) Given the reactants C([N:8]1[CH2:13][CH:12]([O:14][CH3:15])[O:11][CH:10]([CH2:16][N:17]2[C:21](=[O:22])[C:20]3=[CH:23][CH:24]=[CH:25][CH:26]=[C:19]3[C:18]2=[O:27])[CH2:9]1)C1C=CC=CC=1.Cl[C:29]([O:31][CH2:32][C:33]1[CH:38]=[CH:37][CH:36]=[CH:35][CH:34]=1)=[O:30], predict the reaction product. The product is: [CH2:32]([O:31][C:29]([N:8]1[CH2:13][CH:12]([O:14][CH3:15])[O:11][CH:10]([CH2:16][N:17]2[C:18](=[O:27])[C:19]3=[CH:26][CH:25]=[CH:24][CH:23]=[C:20]3[C:21]2=[O:22])[CH2:9]1)=[O:30])[C:33]1[CH:38]=[CH:37][CH:36]=[CH:35][CH:34]=1. (6) The product is: [CH3:25][C:24]1[CH:23]=[C:22]2[C:17]([CH:18]=[CH:19][N:20]=[C:21]2[NH2:26])=[CH:16][C:15]=1[O:14][CH:11]1[CH2:12][CH2:13][NH:8][CH2:9][CH2:10]1. Given the reactants C(OC([N:8]1[CH2:13][CH2:12][CH:11]([O:14][C:15]2[CH:16]=[C:17]3[C:22](=[CH:23][C:24]=2[CH3:25])[C:21]([NH2:26])=[N:20][CH:19]=[CH:18]3)[CH2:10][CH2:9]1)=O)(C)(C)C, predict the reaction product.